Dataset: Full USPTO retrosynthesis dataset with 1.9M reactions from patents (1976-2016). Task: Predict the reactants needed to synthesize the given product. Given the product [C:26]([SiH2:25][O:24][C:23]([CH3:31])([CH3:30])[C:19]1([N:12]2[C:13]3[N:14]=[CH:15][N:16]=[CH:17][C:18]=3[C:10]([C:8]([C:4]3[CH:3]=[C:2]([NH:1][C:41](=[O:42])[CH2:40][C:37]4[CH:36]=[CH:35][C:34]([C:33]([F:44])([F:32])[F:45])=[CH:39][CH:38]=4)[CH:7]=[N:6][CH:5]=3)=[O:9])=[CH:11]2)[CH2:20][O:21][CH2:22]1)([CH3:29])([CH3:28])[CH3:27], predict the reactants needed to synthesize it. The reactants are: [NH2:1][C:2]1[CH:3]=[C:4]([C:8]([C:10]2[C:18]3[CH:17]=[N:16][CH:15]=[N:14][C:13]=3[N:12]([C:19]3([C:23]([CH3:31])([CH3:30])[O:24][SiH2:25][C:26]([CH3:29])([CH3:28])[CH3:27])[CH2:22][O:21][CH2:20]3)[CH:11]=2)=[O:9])[CH:5]=[N:6][CH:7]=1.[F:32][C:33]([F:45])([F:44])[C:34]1[CH:39]=[CH:38][C:37]([CH2:40][C:41](O)=[O:42])=[CH:36][CH:35]=1.CN(C(ON1N=NC2C=CC=NC1=2)=[N+](C)C)C.F[P-](F)(F)(F)(F)F.